From a dataset of Peptide-MHC class I binding affinity with 185,985 pairs from IEDB/IMGT. Regression. Given a peptide amino acid sequence and an MHC pseudo amino acid sequence, predict their binding affinity value. This is MHC class I binding data. The MHC is HLA-A02:06 with pseudo-sequence HLA-A02:06. The binding affinity (normalized) is 0.588. The peptide sequence is FVAAFDHFY.